Dataset: Catalyst prediction with 721,799 reactions and 888 catalyst types from USPTO. Task: Predict which catalyst facilitates the given reaction. (1) Reactant: [CH3:1][C:2]1[NH:3][C:4](=[O:12])[CH:5]=[CH:6][C:7]=1[C:8]([O:10][CH3:11])=[O:9].[Cl:13]N1C(=O)CCC1=O.O. Product: [Cl:13][C:5]1[C:4](=[O:12])[NH:3][C:2]([CH3:1])=[C:7]([C:8]([O:10][CH3:11])=[O:9])[CH:6]=1. The catalyst class is: 3. (2) Reactant: [F:1][C:2]([F:14])([F:13])[C:3]1[CH:8]=[CH:7][C:6](/[CH:9]=[CH:10]/[CH2:11]O)=[CH:5][CH:4]=1.C1(P(C2C=CC=CC=2)C2C=CC=CC=2)C=CC=CC=1.C(Br)(Br)(Br)[Br:35].O. Product: [Br:35][CH2:11]/[CH:10]=[CH:9]/[C:6]1[CH:7]=[CH:8][C:3]([C:2]([F:14])([F:13])[F:1])=[CH:4][CH:5]=1. The catalyst class is: 44. (3) Reactant: [C:1]([O:5][C:6](=[O:21])[N:7]([C@@H:12]1[CH2:14][C@H:13]1[C:15]1[N:16]=[C:17](Br)[S:18][CH:19]=1)[CH2:8][CH:9]1[CH2:11][CH2:10]1)([CH3:4])([CH3:3])[CH3:2].C(N(CC)CC)C. Product: [C:1]([O:5][C:6]([N:7]([CH2:8][CH:9]1[CH2:11][CH2:10]1)[C@@H:12]1[CH2:14][C@H:13]1[C:15]1[N:16]=[C:17]([C:6]([O:5][CH3:1])=[O:21])[S:18][CH:19]=1)=[O:21])([CH3:4])([CH3:3])[CH3:2]. The catalyst class is: 5. (4) Reactant: [F:1][C:2]1[C:11]([CH2:12][CH2:13][C:14]2[CH:15]=[N:16][C:17]([NH:20][C:21]3[CH:26]=[CH:25][N:24]=[C:23]([CH3:27])[CH:22]=3)=[N:18][CH:19]=2)=[CH:10][C:5]([C:6]([NH:8][CH3:9])=[O:7])=[CH:4][C:3]=1[O:28][CH3:29].ClC1C=C(C=CC=1)C(OO)=[O:35]. Product: [F:1][C:2]1[C:3]([O:28][CH3:29])=[CH:4][C:5]([C:6](=[O:7])[NH:8][CH3:9])=[CH:10][C:11]=1[CH2:12][CH2:13][C:14]1[CH:19]=[N:18][C:17]([NH:20][C:21]2[CH:26]=[CH:25][N+:24]([O-:35])=[C:23]([CH3:27])[CH:22]=2)=[N:16][CH:15]=1. The catalyst class is: 2. (5) Reactant: [CH:1]([O:4][C:5]1[CH:10]=[CH:9][C:8]([OH:11])=[CH:7][CH:6]=1)([CH3:3])[CH3:2].C(N(CC)CC)C.[C:19](Cl)(=[O:21])[CH3:20].C([O-])(O)=O.[Na+]. Product: [CH:1]([O:4][C:5]1[CH:10]=[CH:9][C:8]([O:11][C:19](=[O:21])[CH3:20])=[CH:7][CH:6]=1)([CH3:3])[CH3:2]. The catalyst class is: 2. (6) Reactant: [C:1]([C:4]1[C:8]([CH3:9])=[C:7]([C:10]2[CH:15]=[CH:14][N:13]=[CH:12][CH:11]=2)[N:6](COCC[Si](C)(C)C)[C:5]=1[CH3:24])(=[O:3])[CH3:2].Cl.C([O-])(O)=O.[Na+]. Product: [C:1]([C:4]1[C:8]([CH3:9])=[C:7]([C:10]2[CH:15]=[CH:14][N:13]=[CH:12][CH:11]=2)[NH:6][C:5]=1[CH3:24])(=[O:3])[CH3:2]. The catalyst class is: 14. (7) Reactant: [S:1]1CC(O)S[CH2:3][CH:2]1O.[C:9]([CH2:11][C:12]([NH2:14])=[O:13])#[N:10].CO. Product: [NH2:10][C:9]1[S:1][CH:2]=[CH:3][C:11]=1[C:12]([NH2:14])=[O:13]. The catalyst class is: 6.